This data is from Forward reaction prediction with 1.9M reactions from USPTO patents (1976-2016). The task is: Predict the product of the given reaction. (1) Given the reactants [OH:1][C:2]1[CH:7]=[CH:6][CH:5]=[CH:4][N+:3]=1[O-:8].[N+:9]([O-])([OH:11])=[O:10], predict the reaction product. The product is: [NH2:9][C:5]1[CH:6]=[CH:7][C:2]([OH:1])=[N+:3]([O-:8])[CH:4]=1.[N+:9]([C:5]1[CH:6]=[CH:7][C:2]([OH:1])=[N+:3]([O-:8])[CH:4]=1)([O-:11])=[O:10]. (2) Given the reactants [C:1](=[O:27])(OC1C=CC([N+]([O-])=O)=CC=1)[O:2][CH:3](C(OC(C)(C)C)=O)[CH:4]1[CH2:9][CH2:8][NH:7][CH2:6][CH2:5]1.CCN(C(C)C)C(C)C.Cl.Cl.[CH3:39][C:40]1[CH:45]=[CH:44][C:43]([N:46]2[CH2:51][CH2:50][NH:49][CH2:48][CH2:47]2)=[CH:42][CH:41]=1, predict the reaction product. The product is: [CH3:39][C:40]1[CH:41]=[CH:42][C:43]([N:46]2[CH2:51][CH2:50][N:49]([C:1]([O:2][CH2:3][CH:4]3[CH2:5][CH2:6][NH:7][CH2:8][CH2:9]3)=[O:27])[CH2:48][CH2:47]2)=[CH:44][CH:45]=1. (3) Given the reactants [CH3:1][N:2]1[C@@H:6]2[CH2:7][C@@H:8]([O:10][C:11]([CH:13]([C:16]3[CH:17]=[CH:18][CH:19]=[CH:20][CH:21]=3)[CH2:14][OH:15])=[O:12])[CH2:9][C@H:3]1[CH2:4][CH2:5]2.OCC(C1C=CC=CC=1)C(OC1CC2N(C)C(CC2)C1)=O.CN1[C@@H]2CC(OC([C@@H](C3C=CC=CC=3)CO)=O)C[C@@H]1CC2.[OH:64][S:65]([OH:68])(=[O:67])=[O:66].O, predict the reaction product. The product is: [CH3:1][N:2]1[C@@H:6]2[CH2:7][C@@H:8]([O:10][C:11]([CH:13]([C:16]3[CH:17]=[CH:18][CH:19]=[CH:20][CH:21]=3)[CH2:14][OH:15])=[O:12])[CH2:9][C@H:3]1[CH2:4][CH2:5]2.[OH:67][S:65]([OH:68])(=[O:66])=[O:64].